Task: Predict the product of the given reaction.. Dataset: Forward reaction prediction with 1.9M reactions from USPTO patents (1976-2016) Given the reactants O=[C:2]1[C:11]2[C:6](=[CH:7][C:8]([C:12]([O:14][CH3:15])=[O:13])=[CH:9][CH:10]=2)[O:5][CH2:4][CH2:3]1.[CH:16]1([C:22]2[CH:28]=[CH:27][C:25]([NH2:26])=[CH:24][CH:23]=2)[CH2:21][CH2:20][CH2:19][CH2:18][CH2:17]1.[B][B][B][B][B][B][B][B][B][B], predict the reaction product. The product is: [CH:16]1([C:22]2[CH:23]=[CH:24][C:25]([NH:26][CH:2]3[C:11]4[C:6](=[CH:7][C:8]([C:12]([O:14][CH3:15])=[O:13])=[CH:9][CH:10]=4)[O:5][CH2:4][CH2:3]3)=[CH:27][CH:28]=2)[CH2:17][CH2:18][CH2:19][CH2:20][CH2:21]1.